Dataset: Catalyst prediction with 721,799 reactions and 888 catalyst types from USPTO. Task: Predict which catalyst facilitates the given reaction. (1) Reactant: [CH:1]([C:4]1[N:8]=[C:7]([N:9]2[CH2:14][CH2:13][CH:12]([C@H:15]([CH3:23])[CH2:16][CH2:17][O:18]S(C)(=O)=O)[CH2:11][CH2:10]2)[O:6][N:5]=1)([CH3:3])[CH3:2].[Br:24][C:25]1[N:30]=[CH:29][C:28](O)=[CH:27][C:26]=1[CH3:32].C(=O)([O-])[O-].[K+].[K+]. Product: [Br:24][C:25]1[C:26]([CH3:32])=[CH:27][C:28]([O:18][CH2:17][CH2:16][C@H:15]([CH:12]2[CH2:13][CH2:14][N:9]([C:7]3[O:6][N:5]=[C:4]([CH:1]([CH3:3])[CH3:2])[N:8]=3)[CH2:10][CH2:11]2)[CH3:23])=[CH:29][N:30]=1. The catalyst class is: 31. (2) Reactant: [C:1]([Si:5]([C:33]1[CH:38]=[CH:37][CH:36]=[CH:35][CH:34]=1)([C:27]1[CH:32]=[CH:31][CH:30]=[CH:29][CH:28]=1)[O:6][CH2:7][CH2:8][CH:9]1[N:13]([CH2:14][CH2:15][CH3:16])[C:12](=[O:17])[N:11]([CH2:18][C:19]2[CH:24]=[CH:23][C:22]([CH3:25])=[CH:21][CH:20]=2)[C:10]1=O)([CH3:4])([CH3:3])[CH3:2].[BH4-].[Na+]. Product: [C:1]([Si:5]([C:33]1[CH:38]=[CH:37][CH:36]=[CH:35][CH:34]=1)([C:27]1[CH:32]=[CH:31][CH:30]=[CH:29][CH:28]=1)[O:6][CH2:7][CH2:8][C:9]1[N:13]([CH2:14][CH2:15][CH3:16])[C:12](=[O:17])[N:11]([CH2:18][C:19]2[CH:24]=[CH:23][C:22]([CH3:25])=[CH:21][CH:20]=2)[CH:10]=1)([CH3:2])([CH3:3])[CH3:4]. The catalyst class is: 14. (3) Reactant: [N:1]1([CH2:6][CH2:7][O:8][C:9]2[CH:14]=[CH:13][C:12]([N:15]([CH2:24][C:25]3[CH:30]=[CH:29][CH:28]=[C:27]([O:31]C4CCCCO4)[CH:26]=3)[C:16]([CH:18]3[CH2:23][CH2:22][CH2:21][CH2:20][CH2:19]3)=[O:17])=[CH:11][CH:10]=2)[CH2:5][CH2:4][CH2:3][CH2:2]1.Cl.C(=O)(O)[O-].[Na+]. Product: [OH:31][C:27]1[CH:26]=[C:25]([CH:30]=[CH:29][CH:28]=1)[CH2:24][N:15]([C:12]1[CH:13]=[CH:14][C:9]([O:8][CH2:7][CH2:6][N:1]2[CH2:5][CH2:4][CH2:3][CH2:2]2)=[CH:10][CH:11]=1)[C:16]([CH:18]1[CH2:23][CH2:22][CH2:21][CH2:20][CH2:19]1)=[O:17]. The catalyst class is: 8. (4) Reactant: [C:1]1([CH3:7])[CH:6]=[CH:5][CH:4]=[CH:3][CH:2]=1.FC(F)(F)S([O-])(=O)=O. Product: [CH:5]1[C:6]2[CH2:4][C:3]3[C:7](=[CH:5][CH:6]=[CH:1][CH:2]=3)[C:1]=2[CH:2]=[CH:3][CH:4]=1. The catalyst class is: 6. (5) Reactant: CC1C=CC(S(O[CH2:12][CH:13]2[O:18][C:17]3[CH:19]=[C:20]([S:23]([CH3:26])(=[O:25])=[O:24])[CH:21]=[CH:22][C:16]=3[O:15][CH2:14]2)(=O)=O)=CC=1.[NH2:27][CH2:28][CH2:29][OH:30]. Product: [CH3:26][S:23]([C:20]1[CH:21]=[CH:22][C:16]2[O:15][CH2:14][CH:13]([CH2:12][NH:27][CH2:28][CH2:29][OH:30])[O:18][C:17]=2[CH:19]=1)(=[O:24])=[O:25]. The catalyst class is: 10. (6) The catalyst class is: 12. Product: [Cl:1][C:2]1[CH:7]=[CH:6][C:5]([NH:8][C:9]([C:11]2[CH:12]=[CH:13][C:14]([CH2:15][NH:16][C:17](=[O:18])[C:26]3[CH:31]=[CH:30][CH:29]=[CH:28][N:27]=3)=[CH:24][CH:25]=2)=[O:10])=[CH:4][C:3]=1[C:26]1[CH:31]=[CH:30][CH:29]=[CH:28][N:27]=1.[NH2:16][CH2:15][C:14]1[CH:13]=[CH:12][C:11]([C:9]([NH:8][C:5]2[CH:6]=[CH:7][C:2]([Cl:1])=[C:3]([C:26]3[CH:31]=[CH:30][CH:29]=[CH:28][N:27]=3)[CH:4]=2)=[O:10])=[CH:25][CH:24]=1. Reactant: [Cl:1][C:2]1[CH:7]=[CH:6][C:5]([NH:8][C:9]([C:11]2[CH:25]=[CH:24][C:14]([CH2:15][NH:16][C:17](=O)[O:18]C(C)(C)C)=[CH:13][CH:12]=2)=[O:10])=[CH:4][C:3]=1[C:26]1[CH:31]=[CH:30][CH:29]=[CH:28][N:27]=1.Cl. (7) Reactant: [Cl:1][C:2]1[CH:12]=[CH:11][C:10]([C:13]2[CH:17]=[CH:16][NH:15][N:14]=2)=[CH:9][C:3]=1[C:4]([O:6]CC)=[O:5].C[O-].[Na+]. Product: [Cl:1][C:2]1[CH:12]=[CH:11][C:10]([C:13]2[CH:17]=[CH:16][NH:15][N:14]=2)=[CH:9][C:3]=1[C:4]([OH:6])=[O:5]. The catalyst class is: 8.